This data is from Reaction yield outcomes from USPTO patents with 853,638 reactions. The task is: Predict the reaction yield, written as a fraction of the theoretical maximum amount of product (1.0 means a 100% yield; for example, 0.34 means a 34% yield). The reactants are [CH3:1][C@H:2]1[N:7]2[C:8]3[C:9]([CH3:16])=[CH:10][CH:11]=[CH:12][C:13]=3[C:14]([CH3:15])=[C:6]2[C:5](=O)[NH:4][CH2:3]1.[H-].[Al+3].[Li+].[H-].[H-].[H-].[C:24]([OH:29])(=[O:28])[C:25]([OH:27])=[O:26]. The catalyst is CCOCC. The product is [C:24]([OH:29])(=[O:28])[C:25]([OH:27])=[O:26].[CH3:1][C@H:2]1[N:7]2[C:8]3[C:9]([CH3:16])=[CH:10][CH:11]=[CH:12][C:13]=3[C:14]([CH3:15])=[C:6]2[CH2:5][NH:4][CH2:3]1. The yield is 0.740.